Dataset: Forward reaction prediction with 1.9M reactions from USPTO patents (1976-2016). Task: Predict the product of the given reaction. Given the reactants Br[C:2]1[S:6][C:5]([C:7]2[N:8]=[C:9]3[CH:14]=[CH:13][CH:12]=[CH:11][N:10]3[C:15]=2[NH:16][C:17]([CH3:24])([CH3:23])[CH2:18][C:19]([CH3:22])([CH3:21])[CH3:20])=[CH:4][CH:3]=1.[C:25]1([C:31]#[CH:32])[CH:30]=[CH:29][CH:28]=[CH:27][CH:26]=1.C(N(CC)CC)C.C(=O)([O-])[O-].[Na+].[Na+], predict the reaction product. The product is: [C:25]1([C:31]#[C:32][C:2]2[S:6][C:5]([C:7]3[N:8]=[C:9]4[CH:14]=[CH:13][CH:12]=[CH:11][N:10]4[C:15]=3[NH:16][C:17]([CH3:23])([CH3:24])[CH2:18][C:19]([CH3:20])([CH3:22])[CH3:21])=[CH:4][CH:3]=2)[CH:30]=[CH:29][CH:28]=[CH:27][CH:26]=1.